From a dataset of Reaction yield outcomes from USPTO patents with 853,638 reactions. Predict the reaction yield, written as a fraction of the theoretical maximum amount of product (1.0 means a 100% yield; for example, 0.34 means a 34% yield). (1) The reactants are [ClH:1].Cl.[CH3:3][C@H:4]1[C:12]2[C:11]([N:13]3[CH2:18][CH2:17][NH:16][CH2:15][CH2:14]3)=[N:10][CH:9]=[N:8][C:7]=2[C@H:6]([OH:19])[CH2:5]1.[Cl:20][C:21]1[CH:26]=[CH:25][C:24]([CH:27]([CH2:31][NH:32][CH2:33][C:34]([F:37])([F:36])[F:35])[C:28]([O-])=[O:29])=[CH:23][CH:22]=1.[K+].CCN(C(C)C)C(C)C.CN(C(ON1N=NC2C=CC=CC1=2)=[N+](C)C)C.F[P-](F)(F)(F)(F)F.Cl. The catalyst is CN(C=O)C.CCOCC. The product is [ClH:20].[ClH:1].[Cl:20][C:21]1[CH:22]=[CH:23][C:24]([CH:27]([CH2:31][NH:32][CH2:33][C:34]([F:35])([F:36])[F:37])[C:28]([N:16]2[CH2:15][CH2:14][N:13]([C:11]3[C:12]4[C@H:4]([CH3:3])[CH2:5][C@@H:6]([OH:19])[C:7]=4[N:8]=[CH:9][N:10]=3)[CH2:18][CH2:17]2)=[O:29])=[CH:25][CH:26]=1. The yield is 0.990. (2) The reactants are [CH2:1]([O:3][C:4](=[O:22])[CH2:5][NH:6][CH2:7][CH2:8][NH:9][S:10]([C:13]1[S:14][C:15]2[CH:21]=[CH:20][CH:19]=[CH:18][C:16]=2[N:17]=1)(=[O:12])=[O:11])[CH3:2].[CH3:23][S:24][CH2:25][CH2:26][O:27][C:28]([NH:30][C:31]1[NH:32][C:33](=[O:44])[C:34]2[N:35]=[CH:36][N:37]([CH2:40][C:41](O)=[O:42])[C:38]=2[N:39]=1)=[O:29]. No catalyst specified. The product is [CH2:1]([O:3][C:4](=[O:22])[CH2:5][N:6]([CH2:7][CH2:8][NH:9][S:10]([C:13]1[S:14][C:15]2[CH:21]=[CH:20][CH:19]=[CH:18][C:16]=2[N:17]=1)(=[O:12])=[O:11])[C:41](=[O:42])[CH2:40][N:37]1[CH:36]=[N:35][C:34]2[C:33](=[O:44])[NH:32][C:31]([NH:30][C:28]([O:27][CH2:26][CH2:25][S:24][CH3:23])=[O:29])=[N:39][C:38]1=2)[CH3:2]. The yield is 0.750. (3) The reactants are [OH:1][C:2]([CH3:34])([CH3:33])[CH2:3][C@@:4]1([C:27]2[CH:32]=[CH:31][CH:30]=[CH:29][CH:28]=2)[O:9][C:8](=[O:10])[N:7]([C@H:11]([C:13]2[CH:18]=[CH:17][C:16]([C:19]3[CH:24]=[CH:23][N:22]=[C:21]([O:25]C)[CH:20]=3)=[CH:15][CH:14]=2)[CH3:12])[CH2:6][CH2:5]1.[C:35](=O)([O-])[O-].[K+].[K+].IC.Cl. The catalyst is C(#N)C. The product is [OH:1][C:2]([CH3:34])([CH3:33])[CH2:3][C@@:4]1([C:27]2[CH:28]=[CH:29][CH:30]=[CH:31][CH:32]=2)[O:9][C:8](=[O:10])[N:7]([C@H:11]([C:13]2[CH:14]=[CH:15][C:16]([C:19]3[CH:24]=[CH:23][N:22]([CH3:35])[C:21](=[O:25])[CH:20]=3)=[CH:17][CH:18]=2)[CH3:12])[CH2:6][CH2:5]1. The yield is 0.520.